Dataset: Full USPTO retrosynthesis dataset with 1.9M reactions from patents (1976-2016). Task: Predict the reactants needed to synthesize the given product. Given the product [CH3:7][C:8]1[CH:9]=[CH:10][C:11]([CH2:12][N:13]2[C:21]3[C:16](=[CH:17][C:18]([C:22]4[CH:27]=[CH:26][CH:25]=[CH:24][CH:23]=4)=[CH:19][CH:20]=3)[C:15]([C:1](=[O:5])[C:2]([OH:33])=[O:3])=[CH:14]2)=[CH:28][CH:29]=1, predict the reactants needed to synthesize it. The reactants are: [C:1](Cl)(=[O:5])[C:2](Cl)=[O:3].[CH3:7][C:8]1[CH:29]=[CH:28][C:11]([CH2:12][N:13]2[C:21]3[C:16](=[CH:17][C:18]([C:22]4[CH:27]=[CH:26][CH:25]=[CH:24][CH:23]=4)=[CH:19][CH:20]=3)[CH:15]=[CH:14]2)=[CH:10][CH:9]=1.C1C[O:33]CC1.